Dataset: Catalyst prediction with 721,799 reactions and 888 catalyst types from USPTO. Task: Predict which catalyst facilitates the given reaction. (1) Reactant: [NH2:1][C:2]1[CH:7]=[CH:6][C:5]([C:8](=[CH:14][C:15]2[CH:20]=[C:19]([O:21][CH3:22])[CH:18]=[C:17]([O:23][CH3:24])[CH:16]=2)[C:9]([N:11]([CH3:13])[CH3:12])=[O:10])=[CH:4][CH:3]=1.F[P-](F)(F)(F)(F)F.N1(O[P+](N(C)C)(N(C)C)N(C)C)C2C=CC=CC=2N=N1.[OH:52][C:53]1[CH:54]=[C:55]([CH:59]=[CH:60][CH:61]=1)[C:56](O)=[O:57].C(N(CC)CC)C. Product: [CH3:24][O:23][C:17]1[CH:16]=[C:15]([CH:14]=[C:8]([C:5]2[CH:6]=[CH:7][C:2]([NH:1][C:56](=[O:57])[C:55]3[CH:59]=[CH:60][CH:61]=[C:53]([OH:52])[CH:54]=3)=[CH:3][CH:4]=2)[C:9](=[O:10])[N:11]([CH3:13])[CH3:12])[CH:20]=[C:19]([O:21][CH3:22])[CH:18]=1. The catalyst class is: 18. (2) Reactant: Cl.[NH2:2][C:3]1[C:12]2[N:13]=[C:14]([CH2:19][O:20][CH2:21][CH3:22])[N:15]([CH2:16][CH2:17][CH3:18])[C:11]=2[C:10]2[CH:9]=[C:8]([O:23][CH2:24][CH2:25][NH:26]C(=O)OC(C)(C)C)[CH:7]=[CH:6][C:5]=2[N:4]=1. Product: [NH2:26][CH2:25][CH2:24][O:23][C:8]1[CH:7]=[CH:6][C:5]2[N:4]=[C:3]([NH2:2])[C:12]3[N:13]=[C:14]([CH2:19][O:20][CH2:21][CH3:22])[N:15]([CH2:16][CH2:17][CH3:18])[C:11]=3[C:10]=2[CH:9]=1. The catalyst class is: 8. (3) Reactant: [NH2:1][CH2:2][CH2:3][O:4][CH2:5][CH2:6][N:7]1[C:19]2[C:18]3[CH:17]=[CH:16][CH:15]=[CH:14][C:13]=3[N:12]=[C:11]([NH2:20])[C:10]=2[N:9]=[C:8]1[CH2:21][O:22][CH2:23][CH3:24].C(N(CC)CC)C.[CH:32]([S:35](Cl)(=[O:37])=[O:36])([CH3:34])[CH3:33].O. Product: [NH2:20][C:11]1[C:10]2[N:9]=[C:8]([CH2:21][O:22][CH2:23][CH3:24])[N:7]([CH2:6][CH2:5][O:4][CH2:3][CH2:2][NH:1][S:35]([CH:32]([CH3:34])[CH3:33])(=[O:37])=[O:36])[C:19]=2[C:18]2[CH:17]=[CH:16][CH:15]=[CH:14][C:13]=2[N:12]=1. The catalyst class is: 2.